Dataset: NCI-60 drug combinations with 297,098 pairs across 59 cell lines. Task: Regression. Given two drug SMILES strings and cell line genomic features, predict the synergy score measuring deviation from expected non-interaction effect. (1) Drug 1: C1=CC(=CC=C1CCC2=CNC3=C2C(=O)NC(=N3)N)C(=O)NC(CCC(=O)O)C(=O)O. Drug 2: CCC1(C2=C(COC1=O)C(=O)N3CC4=CC5=C(C=CC(=C5CN(C)C)O)N=C4C3=C2)O.Cl. Cell line: SF-295. Synergy scores: CSS=41.1, Synergy_ZIP=0.314, Synergy_Bliss=0.283, Synergy_Loewe=-1.09, Synergy_HSA=4.71. (2) Drug 1: CN1CCC(CC1)COC2=C(C=C3C(=C2)N=CN=C3NC4=C(C=C(C=C4)Br)F)OC. Drug 2: C1=CC(=CC=C1CC(C(=O)O)N)N(CCCl)CCCl.Cl. Cell line: SF-539. Synergy scores: CSS=29.2, Synergy_ZIP=-5.69, Synergy_Bliss=1.12, Synergy_Loewe=-1.46, Synergy_HSA=0.0877. (3) Drug 1: CN1CCC(CC1)COC2=C(C=C3C(=C2)N=CN=C3NC4=C(C=C(C=C4)Br)F)OC. Drug 2: CC1OCC2C(O1)C(C(C(O2)OC3C4COC(=O)C4C(C5=CC6=C(C=C35)OCO6)C7=CC(=C(C(=C7)OC)O)OC)O)O. Cell line: SK-MEL-2. Synergy scores: CSS=30.5, Synergy_ZIP=5.21, Synergy_Bliss=7.25, Synergy_Loewe=-3.70, Synergy_HSA=5.75.